Binary Classification. Given a miRNA mature sequence and a target amino acid sequence, predict their likelihood of interaction. From a dataset of Experimentally validated miRNA-target interactions with 360,000+ pairs, plus equal number of negative samples. The miRNA is dre-miR-133a-3p with sequence UUUGGUCCCCUUCAACCAGCUG. The protein sequence of the target gene is MAASALRGLPVAGGGESSESEDDGWEIGYLDRTSQKLKRLLPIEEKKEKFKKAMTIGDVSLVQELLDSGISVDSNFQYGWTPLMYAASVANAELVRVLLDRGANASFEKDKQSILITACSAHGSEEQILKCVELLLSRNADPNVACRRLMTPIMYAARDGHTQVVALLVAHGAEVNTQDENGYTALTWAARQGHKNIVLKLLELGANKMLQTKDGKMPSEIAKRNKHHEIFNLLSFTLNPLEGKLQQLTKEDTICKILTTDSDREKDHIFSSYTAFGDLEVFLHGLGLEHMTDLLKERDI.... Result: 0 (no interaction).